From a dataset of Catalyst prediction with 721,799 reactions and 888 catalyst types from USPTO. Predict which catalyst facilitates the given reaction. (1) Reactant: [CH3:1][O:2][C:3](=[O:23])[CH2:4][C@H:5]1[CH2:10][CH2:9][C@H:8]([C:11]2[CH:16]=[CH:15][C:14]([NH:17][C:18](=[O:22])[CH2:19][CH2:20][NH2:21])=[CH:13][CH:12]=2)[CH2:7][CH2:6]1.CCN=C=NCCCN(C)C.[F:35][C:36]1[CH:41]=[CH:40][C:39]([C:42]2[O:43][C:44]([C:50]([F:53])([F:52])[F:51])=[C:45]([C:47](O)=[O:48])[N:46]=2)=[CH:38][CH:37]=1.C1C=CC2N(O)N=NC=2C=1.C(N(C(C)C)C(C)C)C. Product: [CH3:1][O:2][C:3](=[O:23])[CH2:4][C@H:5]1[CH2:6][CH2:7][C@H:8]([C:11]2[CH:12]=[CH:13][C:14]([NH:17][C:18](=[O:22])[CH2:19][CH2:20][NH:21][C:47]([C:45]3[N:46]=[C:42]([C:39]4[CH:40]=[CH:41][C:36]([F:35])=[CH:37][CH:38]=4)[O:43][C:44]=3[C:50]([F:53])([F:52])[F:51])=[O:48])=[CH:15][CH:16]=2)[CH2:9][CH2:10]1. The catalyst class is: 793. (2) Reactant: [C:1]([C:3]1[CH:4]=[C:5]([N:10]2[CH:15]=[CH:14][C:13](=[O:16])[C:12]([C:17](O)=[O:18])=[N:11]2)[CH:6]=[C:7]([F:9])[CH:8]=1)#[N:2].ClC(OCC(C)C)=O.CN1CCOCC1.[BH4-].[Na+]. Product: [F:9][C:7]1[CH:8]=[C:3]([CH:4]=[C:5]([N:10]2[CH:15]=[CH:14][C:13](=[O:16])[C:12]([CH2:17][OH:18])=[N:11]2)[CH:6]=1)[C:1]#[N:2]. The catalyst class is: 90.